From a dataset of Forward reaction prediction with 1.9M reactions from USPTO patents (1976-2016). Predict the product of the given reaction. The product is: [F:29][C:30]1[CH:37]=[C:34]([CH2:35][NH:2][CH:3]2[CH2:4][CH2:5][N:6]([CH2:9][CH2:10][N:11]3[C:20]4[C:15](=[N:16][CH:17]=[C:18]([O:21][CH3:22])[CH:19]=4)[CH:14]=[CH:13][C:12]3=[O:23])[CH2:7][CH2:8]2)[CH:33]=[N:32][C:31]=1[N:38]1[CH2:42][CH2:41][CH2:40][CH2:39]1. Given the reactants Cl.[NH2:2][CH:3]1[CH2:8][CH2:7][N:6]([CH2:9][CH2:10][N:11]2[C:20]3[C:15](=[N:16][CH:17]=[C:18]([O:21][CH3:22])[CH:19]=3)[CH:14]=[CH:13][C:12]2=[O:23])[CH2:5][CH2:4]1.C[O-].[Na+].CO.[F:29][C:30]1[C:31]([N:38]2[CH2:42][CH2:41][CH2:40][CH2:39]2)=[N:32][CH:33]=[C:34]([CH:37]=1)[CH:35]=O.C([BH3-])#N.[Na+].C(=O)([O-])O.[Na+], predict the reaction product.